From a dataset of Human liver microsome stability data. Regression/Classification. Given a drug SMILES string, predict its absorption, distribution, metabolism, or excretion properties. Task type varies by dataset: regression for continuous measurements (e.g., permeability, clearance, half-life) or binary classification for categorical outcomes (e.g., BBB penetration, CYP inhibition). Dataset: hlm. (1) The drug is CS(=O)(=O)Nc1ccc2c(c1)S(=O)(=O)NC(C1=C(O)[C@@H]3[C@@H]4CC[C@@H](C4)[C@@H]3N(CC3CCCCC3)C1=O)=N2. The result is 1 (stable in human liver microsomes). (2) The drug is CCC(=O)N1CCN(C(=O)N2CCCC[C@H]2C(=O)Nc2cc(C(C)(C)C)on2)CC1. The result is 0 (unstable in human liver microsomes). (3) The molecule is O=C1CN(Cc2ccc(-c3cccc(CN4CCCCC4)n3)cc2)C(=O)N1CC1CC1. The result is 0 (unstable in human liver microsomes).